From a dataset of Reaction yield outcomes from USPTO patents with 853,638 reactions. Predict the reaction yield, written as a fraction of the theoretical maximum amount of product (1.0 means a 100% yield; for example, 0.34 means a 34% yield). The reactants are [CH3:1][C:2]1[CH:3]=[C:4]([NH:16][C:17]2[C:26]3[C:21](=[CH:22][CH:23]=[CH:24][C:25]=3[O:27][C@@H:28]([CH3:32])[C:29](O)=[O:30])[N:20]=[CH:19][N:18]=2)[CH:5]=[CH:6][C:7]=1[O:8][C:9]1[CH:10]=[N:11][C:12]([CH3:15])=[CH:13][CH:14]=1.[CH2:33]([CH2:35][NH2:36])[OH:34]. No catalyst specified. The product is [OH:34][CH2:33][CH2:35][NH:36][C:29](=[O:30])[C@@H:28]([O:27][C:25]1[CH:24]=[CH:23][CH:22]=[C:21]2[C:26]=1[C:17]([NH:16][C:4]1[CH:5]=[CH:6][C:7]([O:8][C:9]3[CH:10]=[N:11][C:12]([CH3:15])=[CH:13][CH:14]=3)=[C:2]([CH3:1])[CH:3]=1)=[N:18][CH:19]=[N:20]2)[CH3:32]. The yield is 0.670.